From a dataset of Peptide-MHC class II binding affinity with 134,281 pairs from IEDB. Regression. Given a peptide amino acid sequence and an MHC pseudo amino acid sequence, predict their binding affinity value. This is MHC class II binding data. (1) The peptide sequence is EAKITMLTNGQCQNI. The MHC is DRB1_0101 with pseudo-sequence DRB1_0101. The binding affinity (normalized) is 0.439. (2) The peptide sequence is KMIGGIGGFIKVRQYDQIPI. The MHC is HLA-DQA10301-DQB10302 with pseudo-sequence HLA-DQA10301-DQB10302. The binding affinity (normalized) is 0.250. (3) The peptide sequence is DQVVMTSLALVGAALK. The MHC is DRB1_0801 with pseudo-sequence DRB1_0801. The binding affinity (normalized) is 0.313. (4) The peptide sequence is GPKDNGGACGYKDVD. The MHC is DRB1_1501 with pseudo-sequence DRB1_1501. The binding affinity (normalized) is 0.0535. (5) The peptide sequence is AGELELQFRRVKSKYPEGTK. The MHC is DRB1_0802 with pseudo-sequence DRB1_0802. The binding affinity (normalized) is 0.688. (6) The peptide sequence is PELGMNASHCNEMSW. The MHC is HLA-DQA10102-DQB10602 with pseudo-sequence HLA-DQA10102-DQB10602. The binding affinity (normalized) is 0.357.